Dataset: Forward reaction prediction with 1.9M reactions from USPTO patents (1976-2016). Task: Predict the product of the given reaction. Given the reactants Br[C:2]1[N:7]=[CH:6][C:5]([C:8]([OH:10])=O)=[CH:4][CH:3]=1.C(Cl)(=O)C([Cl:14])=O.C(N(CC)CC)C.[NH2:24][C:25]1[N:29](C(OC(C)(C)C)=O)[N:28]=[C:27]([CH2:37][CH2:38][C:39]2[CH:44]=[CH:43][CH:42]=[C:41]([O:45][CH3:46])[CH:40]=2)[CH:26]=1.Cl, predict the reaction product. The product is: [Cl:14][C:2]1[N:7]=[CH:6][C:5]([C:8]([NH:24][C:25]2[NH:29][N:28]=[C:27]([CH2:37][CH2:38][C:39]3[CH:44]=[CH:43][CH:42]=[C:41]([O:45][CH3:46])[CH:40]=3)[CH:26]=2)=[O:10])=[CH:4][CH:3]=1.